Dataset: Forward reaction prediction with 1.9M reactions from USPTO patents (1976-2016). Task: Predict the product of the given reaction. (1) The product is: [OH:1][C:2]1[CH:12]=[CH:11][C:5]([CH2:6][OH:7])=[CH:4][C:3]=1[C:13]1[CH:18]=[CH:17][C:16]([O:19][CH3:20])=[CH:15][CH:14]=1. Given the reactants [OH:1][C:2]1[CH:12]=[CH:11][C:5]([C:6](OCC)=[O:7])=[CH:4][C:3]=1[C:13]1[CH:18]=[CH:17][C:16]([O:19][CH3:20])=[CH:15][CH:14]=1.OC1C=CC(C(O)=O)=CC=1C1C=CC(OC)=CC=1.[H-].[H-].[H-].[H-].[Li+].[Al+3].[OH-].[Na+], predict the reaction product. (2) Given the reactants [NH2:1][C:2]1[CH:3]=[N:4][CH:5]=[C:6]([CH:11]=1)[C:7](OC)=[O:8].O.[OH-].[NH4+:14], predict the reaction product. The product is: [NH2:1][C:2]1[CH:3]=[N:4][CH:5]=[C:6]([CH:11]=1)[C:7]([NH2:14])=[O:8]. (3) Given the reactants COC1C=CC(C[N:8](CC2C=CC(OC)=CC=2)[S:9]([C:12]([CH3:17])([CH2:14][CH:15]=[CH2:16])[CH3:13])(=[O:11])=[O:10])=CC=1.C1(SC)C=CC=CC=1.FC(F)(F)C(O)=O, predict the reaction product. The product is: [CH3:13][C:12]([S:9]([NH2:8])(=[O:11])=[O:10])([CH2:14][CH:15]=[CH2:16])[CH3:17]. (4) Given the reactants Cl[C:2]1[N:7]=[C:6]([C:8]2[S:9][C:10]3[CH:16]=[C:15]([O:17][CH2:18][CH2:19][CH2:20][F:21])[CH:14]=[CH:13][C:11]=3[CH:12]=2)[CH:5]=[CH:4][N:3]=1.[CH3:22][OH:23].C[O-].[Na+], predict the reaction product. The product is: [CH3:22][O:23][C:2]1[N:7]=[C:6]([C:8]2[S:9][C:10]3[CH:16]=[C:15]([O:17][CH2:18][CH2:19][CH2:20][F:21])[CH:14]=[CH:13][C:11]=3[CH:12]=2)[CH:5]=[CH:4][N:3]=1. (5) Given the reactants Br[CH2:2][CH2:3][CH2:4][C:5]([O:7][CH2:8][CH3:9])=[O:6].[NH:10]1[CH2:15][CH2:14][O:13][CH2:12][CH2:11]1, predict the reaction product. The product is: [O:13]1[CH2:14][CH2:15][N:10]([CH2:2][CH2:3][CH2:4][C:5]([O:7][CH2:8][CH3:9])=[O:6])[CH2:11][CH2:12]1. (6) Given the reactants [CH3:1][O:2][CH2:3][CH2:4][O:5][C:6]1[CH:7]=[C:8]([CH:13]=[CH:14][C:15]=1[O:16][CH2:17][CH2:18][O:19][CH3:20])[C:9](OC)=[O:10].[H-].[Al+3].[Li+].[H-].[H-].[H-].O1CCCC1, predict the reaction product. The product is: [CH3:1][O:2][CH2:3][CH2:4][O:5][C:6]1[CH:7]=[C:8]([CH2:9][OH:10])[CH:13]=[CH:14][C:15]=1[O:16][CH2:17][CH2:18][O:19][CH3:20].